From a dataset of CYP3A4 inhibition data for predicting drug metabolism from PubChem BioAssay. Regression/Classification. Given a drug SMILES string, predict its absorption, distribution, metabolism, or excretion properties. Task type varies by dataset: regression for continuous measurements (e.g., permeability, clearance, half-life) or binary classification for categorical outcomes (e.g., BBB penetration, CYP inhibition). Dataset: cyp3a4_veith. (1) The molecule is COc1ccc(C(=O)OC2CCN(c3ncc(C(F)(F)F)cc3Cl)CC2)cc1. The result is 0 (non-inhibitor). (2) The molecule is CCOC(=O)c1cc2c(=O)n3ccccc3nc2n(CCCOC)c1=NC(=O)C(C)(C)C. The result is 1 (inhibitor). (3) The drug is Cc1ccccc1NC(=O)Cn1cnc2c1c(=O)n(C)c(=O)n2C. The result is 0 (non-inhibitor). (4) The molecule is CS(=O)(=O)N1CCC2(CCN(c3ccccn3)CC2)CC1. The result is 0 (non-inhibitor). (5) The result is 0 (non-inhibitor). The molecule is CCC(=O)c1ccc(OCC(O)CN(CCc2ccccc2)Cc2ccccc2)cc1.Cl. (6) The compound is N=c1ccn2c(n1)O[C@H]1[C@@H](OP(=O)(O)O)[C@H](CO)O[C@H]12. The result is 0 (non-inhibitor). (7) The compound is O=C(C1CCN(S(=O)(=O)c2cccc3cccnc23)CC1)N1CCN(c2ccccn2)CC1. The result is 1 (inhibitor).